From a dataset of Full USPTO retrosynthesis dataset with 1.9M reactions from patents (1976-2016). Predict the reactants needed to synthesize the given product. (1) Given the product [C:39]([O:43][C@@H:44]([C:47]1[C:48]([C:61]2[CH:66]=[CH:65][C:64]([Cl:67])=[CH:63][CH:62]=2)=[C:49]2[C:54](=[CH:55][C:56]=1[CH3:57])[N:53]1[N:58]=[N:59][N:60]=[C:52]1[CH:51]=[CH:50]2)[C:45]([OH:6])=[O:46])([CH3:42])([CH3:40])[CH3:41], predict the reactants needed to synthesize it. The reactants are: C(OC[C@@H](OC(C)(C)C)C1C(C2C=CC(Cl)=CC=2)=C2C(=CC=1C)N=C(N1CCOCC1)C=C2)(=[O:6])C(C)(C)C.[C:39]([O:43][C@@H:44]([C:47]1[C:48]([C:61]2[CH:66]=[CH:65][C:64]([Cl:67])=[CH:63][CH:62]=2)=[C:49]2[C:54](=[CH:55][C:56]=1[CH3:57])[N:53]1[N:58]=[N:59][N:60]=[C:52]1[CH:51]=[CH:50]2)[CH2:45][OH:46])([CH3:42])([CH3:41])[CH3:40].C(O[C@@H](C1C(C2C=CC(Cl)=CC=2)=C2C(=CC=1C)N=C(N1CCOCC1)C=C2)CO)(C)(C)C. (2) Given the product [CH3:21][C:20]1[CH:22]=[CH:23][C:17]([S:14]([O:10][C:5]2[C:6]([C:7]#[N:8])=[CH:9][C:2]([Br:1])=[C:3]([CH:11]3[CH2:12][CH2:13]3)[N:4]=2)(=[O:16])=[O:15])=[CH:18][CH:19]=1, predict the reactants needed to synthesize it. The reactants are: [Br:1][C:2]1[C:3]([CH:11]2[CH2:13][CH2:12]2)=[N:4][C:5]([OH:10])=[C:6]([CH:9]=1)[C:7]#[N:8].[S:14](Cl)([C:17]1[CH:23]=[CH:22][C:20]([CH3:21])=[CH:19][CH:18]=1)(=[O:16])=[O:15].CCN(CC)CC. (3) Given the product [CH3:55][O:54][C:51]1[CH:52]=[C:53]2[C:48](=[CH:49][C:50]=1[O:56][CH3:57])[N:47]=[CH:46][CH:45]=[C:44]2[O:21][C:3]1[CH:4]=[CH:5][C:6]([C:8]2[CH:13]=[N:12][C:11]([NH:14][C:15]3[CH:20]=[CH:19][CH:18]=[CH:17][CH:16]=3)=[N:10][CH:9]=2)=[CH:7][C:2]=1[F:1], predict the reactants needed to synthesize it. The reactants are: [F:1][C:2]1[CH:7]=[C:6]([C:8]2[CH:9]=[N:10][C:11]([NH:14][C:15]3[CH:20]=[CH:19][CH:18]=[CH:17][CH:16]=3)=[N:12][CH:13]=2)[CH:5]=[CH:4][C:3]=1[OH:21].C(C1CCCN(C(C2C=CC(O[C:44]3[C:53]4[C:48](=[CH:49][C:50]([O:56][CH3:57])=[C:51]([O:54][CH3:55])[CH:52]=4)[N:47]=[CH:46][CH:45]=3)=C(F)C=2)=O)C1)C1C=CC=CC=1.